From a dataset of Full USPTO retrosynthesis dataset with 1.9M reactions from patents (1976-2016). Predict the reactants needed to synthesize the given product. (1) Given the product [C:43]([O:42][C:40]([C@@H:39]([NH:47][C:48](=[O:49])[O:50][CH2:51][C:52]1[CH:53]=[CH:54][CH:55]=[CH:56][CH:57]=1)[CH2:38][CH2:37][N:36]([CH2:35][C@@H:27]1[C@H:28]2[O:32][C:31]([CH3:34])([CH3:33])[O:30][C@H:29]2[C@H:25]([N:20]2[CH:19]=[N:18][C:17]3[C:21]2=[N:22][CH:23]=[N:24][C:16]=3[NH:15][CH2:1][CH3:2])[O:26]1)[CH3:58])=[O:41])([CH3:46])([CH3:45])[CH3:44], predict the reactants needed to synthesize it. The reactants are: [CH:1](=O)[CH3:2].[Sn](CCCC)(CCCC)(Cl)Cl.[NH2:15][C:16]1[N:24]=[CH:23][N:22]=[C:21]2[C:17]=1[N:18]=[CH:19][N:20]2[C@H:25]1[C@@H:29]2[O:30][C:31]([CH3:34])([CH3:33])[O:32][C@@H:28]2[C@@H:27]([CH2:35][N:36]([CH3:58])[CH2:37][CH2:38][C@H:39]([NH:47][C:48]([O:50][CH2:51][C:52]2[CH:57]=[CH:56][CH:55]=[CH:54][CH:53]=2)=[O:49])[C:40]([O:42][C:43]([CH3:46])([CH3:45])[CH3:44])=[O:41])[O:26]1.C1([SiH3])C=CC=CC=1. (2) Given the product [CH3:27][S:28]([OH:31])(=[O:30])=[O:29].[CH:1]1([CH2:4][N:5]2[CH2:6][CH2:7][N:8]([C:11]3[CH:16]=[CH:15][CH:14]=[CH:13][C:12]=3[CH:17]3[CH2:18][C:19]([CH3:26])([CH3:25])[CH2:20][C:21]([CH3:24])([CH3:23])[CH2:22]3)[CH2:9][CH2:10]2)[CH2:3][CH2:2]1, predict the reactants needed to synthesize it. The reactants are: [CH:1]1([CH2:4][N:5]2[CH2:10][CH2:9][N:8]([C:11]3[CH:16]=[CH:15][CH:14]=[CH:13][C:12]=3[CH:17]3[CH2:22][C:21]([CH3:24])([CH3:23])[CH2:20][C:19]([CH3:26])([CH3:25])[CH2:18]3)[CH2:7][CH2:6]2)[CH2:3][CH2:2]1.[CH3:27][S:28]([OH:31])(=[O:30])=[O:29]. (3) The reactants are: [F:1][C:2]1[CH:10]=[C:9]2[C:5]([CH:6]=[CH:7][N:8]2[CH2:11][CH2:12][CH2:13][NH:14][CH2:15][C@@H:16]2[O:30][C:20]3=[C:21]4[C:26](=[CH:27][CH:28]=[C:19]3[O:18][CH2:17]2)[N:25]=[C:24]([CH3:29])[CH:23]=[CH:22]4)=[CH:4][CH:3]=1.[C:31]([BH3-])#N.[Na+].[ClH:35]. Given the product [F:1][C:2]1[CH:10]=[C:9]2[C:5]([CH:6]=[CH:7][N:8]2[CH2:11][CH2:12][CH2:13][N:14]([CH3:31])[CH2:15][CH:16]2[O:30][C:20]3=[C:21]4[C:26](=[CH:27][CH:28]=[C:19]3[O:18][CH2:17]2)[N:25]=[C:24]([CH3:29])[CH:23]=[CH:22]4)=[CH:4][CH:3]=1.[ClH:35], predict the reactants needed to synthesize it. (4) The reactants are: [CH3:1][S-:2].[Na+].Cl[CH2:5][C:6]1[CH:11]=[CH:10][CH:9]=[C:8]([N+:12]([O-:14])=[O:13])[CH:7]=1. Given the product [CH3:1][S:2][CH2:5][C:6]1[CH:11]=[CH:10][CH:9]=[C:8]([N+:12]([O-:14])=[O:13])[CH:7]=1, predict the reactants needed to synthesize it. (5) Given the product [Br:1][C:2]1[C:3]([O:18][CH3:17])=[CH:4][C:5]([N:8]2[CH2:9][CH2:10][N:11]([CH3:14])[CH2:12][CH2:13]2)=[N:6][CH:7]=1, predict the reactants needed to synthesize it. The reactants are: [Br:1][C:2]1[CH:3]=[C:4](OC)[C:5]([N:8]2[CH2:13][CH2:12][N:11]([CH3:14])[CH2:10][CH2:9]2)=[N:6][CH:7]=1.[CH3:17][O:18]C1C=CN=C(N2CCN(C)CC2)C=1. (6) Given the product [CH:23]1([N:20]2[CH2:21][CH2:22][CH:18]([CH2:17][C:11]3[CH:12]=[CH:13][C:14]4[C:9](=[CH:8][C:7]([C:37]5[CH:36]=[CH:35][N:34]=[C:33]([F:32])[CH:38]=5)=[CH:16][CH:15]=4)[CH:10]=3)[C:19]2=[O:29])[CH2:24][CH2:25][CH2:26][CH2:27][CH2:28]1, predict the reactants needed to synthesize it. The reactants are: FC(F)(F)S(O[C:7]1[CH:16]=[CH:15][C:14]2[C:9](=[CH:10][C:11]([CH2:17][CH:18]3[CH2:22][CH2:21][N:20]([CH:23]4[CH2:28][CH2:27][CH2:26][CH2:25][CH2:24]4)[C:19]3=[O:29])=[CH:12][CH:13]=2)[CH:8]=1)(=O)=O.[F:32][C:33]1[CH:38]=[C:37](B(O)O)[CH:36]=[CH:35][N:34]=1.[Li+].[Cl-].C([O-])([O-])=O.[Na+].[Na+]. (7) Given the product [CH3:41][N:40]1[C:36]([C:21]2[CH:20]=[C:19]([C:16]3[N:15]=[CH:14][C:13]([C:11]4[CH:10]=[N:9][N:8]([CH2:7][C:6]([N:1]5[CH2:5][CH2:4][CH2:3][CH2:2]5)=[O:34])[CH:12]=4)=[CH:18][N:17]=3)[CH:24]=[CH:23][CH:22]=2)=[CH:37][N:38]=[CH:39]1, predict the reactants needed to synthesize it. The reactants are: [N:1]1([C:6](=[O:34])[CH2:7][N:8]2[CH:12]=[C:11]([C:13]3[CH:14]=[N:15][C:16]([C:19]4[CH:24]=[CH:23][CH:22]=[C:21](B5OC(C)(C)C(C)(C)O5)[CH:20]=4)=[N:17][CH:18]=3)[CH:10]=[N:9]2)[CH2:5][CH2:4][CH2:3][CH2:2]1.Br[C:36]1[N:40]([CH3:41])[CH:39]=[N:38][CH:37]=1.C(=O)([O-])[O-].[K+].[K+].C1CCCCC1. (8) Given the product [Br:1][C:2]1[CH:7]=[CH:6][C:5]([C:15](=[O:16])[C:14]([F:25])([F:24])[F:13])=[C:4]([OH:8])[CH:3]=1, predict the reactants needed to synthesize it. The reactants are: [Br:1][C:2]1[CH:3]=[C:4]([OH:8])[CH:5]=[CH:6][CH:7]=1.ClC(Cl)C.[F:13][C:14]([F:25])([F:24])[C:15](O[C:15](=[O:16])[C:14]([F:25])([F:24])[F:13])=[O:16].[Cl-].[Al+3].[Cl-].[Cl-]. (9) Given the product [CH2:22]([O:24][C:25](=[O:31])/[CH:26]=[CH:27]/[C:28]([N:7]1[C:6]2[CH:14]=[C:2]([Cl:1])[CH:3]=[C:4]([CH3:15])[C:5]=2[O:10][CH:9]([CH:11]([CH3:12])[CH3:13])[CH2:8]1)=[O:29])[CH3:23], predict the reactants needed to synthesize it. The reactants are: [Cl:1][C:2]1[CH:3]=[C:4]([CH3:15])[C:5]2[O:10][CH:9]([CH:11]([CH3:13])[CH3:12])[CH2:8][NH:7][C:6]=2[CH:14]=1.N1C=CC=CC=1.[CH2:22]([O:24][C:25](=[O:31])/[CH:26]=[CH:27]/[C:28](Cl)=[O:29])[CH3:23]. (10) Given the product [CH3:1][O:2][C:3]1[C:12]([O:13][CH3:14])=[CH:11][C:10]2[N:9]=[CH:8][N:7]=[C:6]([NH:15][C:16]3[CH:17]=[CH:18][CH:19]=[CH:20][CH:21]=3)[C:5]=2[C:4]=1[NH2:22], predict the reactants needed to synthesize it. The reactants are: [CH3:1][O:2][C:3]1[C:4]([N+:22]([O-])=O)=[C:5]2[C:10](=[CH:11][C:12]=1[O:13][CH3:14])[N:9]=[CH:8][N:7]=[C:6]2[NH:15][C:16]1[CH:21]=[CH:20][CH:19]=[CH:18][CH:17]=1.[NH4+].[Cl-].